The task is: Predict the product of the given reaction.. This data is from Forward reaction prediction with 1.9M reactions from USPTO patents (1976-2016). (1) Given the reactants [F:1][C:2]1[C:3]([CH2:14][N:15]([CH3:23])[C:16](=[O:22])[O:17][C:18]([CH3:21])([CH3:20])[CH3:19])=[CH:4][NH:5][C:6]=1[C:7]1[C:8]([F:13])=[N:9][CH:10]=[CH:11][CH:12]=1.[H-].[Na+].[CH2:26]([O:33][C:34]1[CH:39]=[CH:38][C:37]([S:40](Cl)(=[O:42])=[O:41])=[CH:36][CH:35]=1)[C:27]1[CH:32]=[CH:31][CH:30]=[CH:29][CH:28]=1, predict the reaction product. The product is: [CH2:26]([O:33][C:34]1[CH:39]=[CH:38][C:37]([S:40]([N:5]2[C:6]([C:7]3[C:8]([F:13])=[N:9][CH:10]=[CH:11][CH:12]=3)=[C:2]([F:1])[C:3]([CH2:14][N:15]([CH3:23])[C:16](=[O:22])[O:17][C:18]([CH3:19])([CH3:20])[CH3:21])=[CH:4]2)(=[O:42])=[O:41])=[CH:36][CH:35]=1)[C:27]1[CH:28]=[CH:29][CH:30]=[CH:31][CH:32]=1. (2) Given the reactants FC(F)(F)C(O)=O.[CH3:8][S:9]([C:12]1[CH:33]=[CH:32][C:15]([O:16][C:17]2[N:22]=[CH:21][N:20]=[C:19]3[N:23]([CH:26]4[CH2:31][CH2:30][NH:29][CH2:28][CH2:27]4)[N:24]=[CH:25][C:18]=23)=[CH:14][CH:13]=1)(=[O:11])=[O:10].[CH:34](=O)[C:35]1[CH:40]=[CH:39][C:38]([O:41][CH3:42])=[CH:37][CH:36]=1.C(N(CC)CC)C.C(O[BH-](OC(=O)C)OC(=O)C)(=O)C.[Na+], predict the reaction product. The product is: [CH3:8][S:9]([C:12]1[CH:13]=[CH:14][C:15]([O:16][C:17]2[N:22]=[CH:21][N:20]=[C:19]3[N:23]([CH:26]4[CH2:27][CH2:28][N:29]([CH2:34][C:35]5[CH:40]=[CH:39][C:38]([O:41][CH3:42])=[CH:37][CH:36]=5)[CH2:30][CH2:31]4)[N:24]=[CH:25][C:18]=23)=[CH:32][CH:33]=1)(=[O:11])=[O:10].